Dataset: Reaction yield outcomes from USPTO patents with 853,638 reactions. Task: Predict the reaction yield, written as a fraction of the theoretical maximum amount of product (1.0 means a 100% yield; for example, 0.34 means a 34% yield). (1) The reactants are [C:1]([C:3]1[CH:8]=[CH:7][C:6]([CH:9]([CH3:13])[C:10]([OH:12])=O)=[CH:5][C:4]=1[CH3:14])#[N:2].CN(C)CCCN=C=NCC.ON1C2C=CC=CC=2N=N1.[C:36]1([CH3:54])[CH:41]=[CH:40][CH:39]=[C:38]([C:42]2[C:47]([CH2:48][NH2:49])=[CH:46][CH:45]=[C:44]([C:50]([F:53])([F:52])[F:51])[N:43]=2)[CH:37]=1.C(N(CC)CC)C. The catalyst is C(#N)C.C(OC(=O)C)C. The product is [C:1]([C:3]1[CH:8]=[CH:7][C:6]([CH:9]([CH3:13])[C:10]([NH:49][CH2:48][C:47]2[C:42]([C:38]3[CH:37]=[C:36]([CH3:54])[CH:41]=[CH:40][CH:39]=3)=[N:43][C:44]([C:50]([F:53])([F:51])[F:52])=[CH:45][CH:46]=2)=[O:12])=[CH:5][C:4]=1[CH3:14])#[N:2]. The yield is 0.860. (2) The reactants are F[C:2]1[CH:3]=[N:4][C:5]2[C:10]([N:11]=1)=[C:9]([C:12]1[NH:20][C:19]3[CH2:18][CH2:17][NH:16][C:15](=[O:21])[C:14]=3[CH:13]=1)[CH:8]=[CH:7][CH:6]=2.[CH3:22][C:23]1([CH3:36])[NH:28][CH2:27][CH2:26][N:25]([C:29]([O:31][C:32]([CH3:35])([CH3:34])[CH3:33])=[O:30])[CH2:24]1. No catalyst specified. The product is [CH3:22][C:23]1([CH3:36])[N:28]([C:2]2[CH:3]=[N:4][C:5]3[C:10](=[C:9]([C:12]4[NH:20][C:19]5[CH2:18][CH2:17][NH:16][C:15](=[O:21])[C:14]=5[CH:13]=4)[CH:8]=[CH:7][CH:6]=3)[N:11]=2)[CH2:27][CH2:26][N:25]([C:29]([O:31][C:32]([CH3:35])([CH3:34])[CH3:33])=[O:30])[CH2:24]1. The yield is 0.160. (3) The reactants are [CH3:1][O:2][C:3]1[CH:4]=[C:5]([CH:7]=[CH:8][C:9]=1[N:10]1[CH:14]=[N:13][C:12]([CH3:15])=[N:11]1)[NH2:6].[C:16](N1C=CC=CC1=O)(N1C=CC=CC1=O)=[S:17]. The catalyst is ClCCl. The product is [N:6]([C:5]1[CH:7]=[CH:8][C:9]([N:10]2[CH:14]=[N:13][C:12]([CH3:15])=[N:11]2)=[C:3]([O:2][CH3:1])[CH:4]=1)=[C:16]=[S:17]. The yield is 0.810. (4) The reactants are C(=O)([O-])[O-].[K+].[K+].I[C:8]1[CH:9]=[C:10]([CH:13]=[CH:14][CH:15]=1)[CH:11]=[O:12].C(O)CO.[C:20]1([SH:26])[CH:25]=[CH:24][CH:23]=[CH:22][CH:21]=1. The catalyst is CC(O)C. The product is [C:20]1([S:26][C:8]2[CH:9]=[C:10]([CH:13]=[CH:14][CH:15]=2)[CH:11]=[O:12])[CH:25]=[CH:24][CH:23]=[CH:22][CH:21]=1. The yield is 0.820. (5) The reactants are [CH3:1][N:2]([CH2:4][C:5]1[CH:6]=[C:7]([CH:22]=[C:23]([F:25])[CH:24]=1)[O:8][CH:9]1[CH2:14][CH2:13][N:12](C(OC(C)(C)C)=O)[CH2:11][CH2:10]1)[CH3:3].[ClH:26].O1CCOCC1. The catalyst is C(Cl)Cl. The product is [ClH:26].[ClH:26].[F:25][C:23]1[CH:24]=[C:5]([CH2:4][N:2]([CH3:3])[CH3:1])[CH:6]=[C:7]([O:8][CH:9]2[CH2:14][CH2:13][NH:12][CH2:11][CH2:10]2)[CH:22]=1. The yield is 0.870. (6) The catalyst is N1C=CC=CC=1. The yield is 0.880. The product is [CH3:24][C:14]1[CH:19]=[CH:18][C:17]([S:20]([O:12][CH2:11][CH:8]2[CH2:7][C:6]3[C:5]([F:13])=[CH:4][CH:3]=[C:2]([Br:1])[C:10]=3[O:9]2)(=[O:22])=[O:21])=[CH:16][CH:15]=1. The reactants are [Br:1][C:2]1[C:10]2[O:9][CH:8]([CH2:11][OH:12])[CH2:7][C:6]=2[C:5]([F:13])=[CH:4][CH:3]=1.[C:14]1([CH3:24])[CH:19]=[CH:18][C:17]([S:20](Cl)(=[O:22])=[O:21])=[CH:16][CH:15]=1.CC1C=CC(S(OCC2CC3C(C(F)(F)F)=CC=C(Cl)C=3O2)(=O)=O)=CC=1. (7) The reactants are [NH2:1][C:2]1[N:7]=[CH:6][N:5]=[C:4]2[N:8]([CH2:26][C@H:27]3[CH2:31][CH2:30][CH2:29][N:28]3[C:32](=[O:36])[CH2:33][C:34]#[N:35])[N:9]=[C:10]([C:11]3[CH:16]=[CH:15][C:14]([O:17][C:18]4[CH:23]=[CH:22][CH:21]=[C:20]([F:24])[C:19]=4[F:25])=[CH:13][CH:12]=3)[C:3]=12.N1[CH2:42][CH2:41][CH2:40][CH2:39]C1. The catalyst is CO.C1(C=O)CC1. The product is [NH2:1][C:2]1[N:7]=[CH:6][N:5]=[C:4]2[N:8]([CH2:26][C@H:27]3[CH2:31][CH2:30][CH2:29][N:28]3[C:32]([C:33](=[CH:39][CH:40]3[CH2:42][CH2:41]3)[C:34]#[N:35])=[O:36])[N:9]=[C:10]([C:11]3[CH:16]=[CH:15][C:14]([O:17][C:18]4[CH:23]=[CH:22][CH:21]=[C:20]([F:24])[C:19]=4[F:25])=[CH:13][CH:12]=3)[C:3]=12. The yield is 0.250. (8) The reactants are [CH2:1]([O:8][C:9]1[CH:10]=[C:11]([CH2:15][CH:16]([NH:22]C(OC(C)(C)C)=O)[C:17]([O:19][CH2:20][CH3:21])=[O:18])[CH:12]=[CH:13][CH:14]=1)[C:2]1[CH:7]=[CH:6][CH:5]=[CH:4][CH:3]=1.C(O)(C(F)(F)F)=O. The catalyst is C(Cl)Cl. The product is [NH2:22][CH:16]([CH2:15][C:11]1[CH:12]=[CH:13][CH:14]=[C:9]([O:8][CH2:1][C:2]2[CH:7]=[CH:6][CH:5]=[CH:4][CH:3]=2)[CH:10]=1)[C:17]([O:19][CH2:20][CH3:21])=[O:18]. The yield is 0.860. (9) The reactants are [O-]CC.[Na+].C1(C)C=CC=CC=1.C([O:14][C:15](=[O:31])[CH2:16][C:17](=[N:24][N:25]1[CH2:29][CH2:28][CH2:27][C:26]1=O)[C:18]1[CH:23]=[CH:22][CH:21]=[CH:20][N:19]=1)C.Cl. The catalyst is O. The product is [N:19]1[CH:20]=[CH:21][CH:22]=[CH:23][C:18]=1[C:17]1[C:16]([C:15]([OH:14])=[O:31])=[C:29]2[CH2:28][CH2:27][CH2:26][N:25]2[N:24]=1. The yield is 0.930. (10) The reactants are [CH2:1]([N:3]([CH2:18][CH3:19])[CH2:4][CH2:5][NH:6][C:7]([C:9]1[C:13]([CH3:14])=[C:12]([CH:15]=O)[NH:11][C:10]=1[CH3:17])=[O:8])[CH3:2].[F:20][C:21]1[CH:22]=[C:23]2[C:27](=[CH:28][CH:29]=1)[NH:26][C:25](=[O:30])[CH2:24]2.N1CCCC1. The catalyst is C(O)C. The product is [CH2:1]([N:3]([CH2:18][CH3:19])[CH2:4][CH2:5][NH:6][C:7]([C:9]1[C:13]([CH3:14])=[C:12](/[CH:15]=[C:24]2\[C:25](=[O:30])[NH:26][C:27]3[C:23]\2=[CH:22][C:21]([F:20])=[CH:29][CH:28]=3)[NH:11][C:10]=1[CH3:17])=[O:8])[CH3:2]. The yield is 0.880.